From a dataset of Forward reaction prediction with 1.9M reactions from USPTO patents (1976-2016). Predict the product of the given reaction. (1) Given the reactants [CH2:1]([N:8]1[CH2:13][CH2:12][N:11](C(OC(C)(C)C)=O)[CH2:10][CH:9]1[CH3:21])[C:2]1[CH:7]=[CH:6][CH:5]=[CH:4][CH:3]=1.[C:22]([OH:28])([C:24]([F:27])([F:26])[F:25])=[O:23], predict the reaction product. The product is: [F:25][C:24]([F:27])([F:26])[C:22]([OH:28])=[O:23].[CH2:1]([N:8]1[CH2:13][CH2:12][NH:11][CH2:10][CH:9]1[CH3:21])[C:2]1[CH:7]=[CH:6][CH:5]=[CH:4][CH:3]=1. (2) Given the reactants Br[C:2]1[CH:3]=[C:4]([C:8]2([C:18]3[CH:23]=[CH:22][C:21]([O:24][CH3:25])=[C:20]([Cl:26])[CH:19]=3)[C:16]3[C:11](=[N:12][CH:13]=[CH:14][CH:15]=3)[C:10]([NH2:17])=[N:9]2)[CH:5]=[CH:6][CH:7]=1.C([Sn](CCCC)(CCCC)[C:32]1[CH:37]=[N:36][CH:35]=[CH:34][N:33]=1)CCC, predict the reaction product. The product is: [Cl:26][C:20]1[CH:19]=[C:18]([C:8]2([C:4]3[CH:5]=[CH:6][CH:7]=[C:2]([C:32]4[CH:37]=[N:36][CH:35]=[CH:34][N:33]=4)[CH:3]=3)[C:16]3[C:11](=[N:12][CH:13]=[CH:14][CH:15]=3)[C:10]([NH2:17])=[N:9]2)[CH:23]=[CH:22][C:21]=1[O:24][CH3:25]. (3) Given the reactants [Cl:1][C:2]1[CH:3]=[C:4]2[C:8](=[CH:9][CH:10]=1)[NH:7][CH:6]=[C:5]2[CH3:11].[N:12]([C:15]([CH3:18])([CH3:17])[CH3:16])=[C:13]=[O:14].B(F)(F)F.CCOCC.C(=O)(O)[O-].[Na+], predict the reaction product. The product is: [C:15]([NH:12][C:13]([C:6]1[NH:7][C:8]2[C:4]([C:5]=1[CH3:11])=[CH:3][C:2]([Cl:1])=[CH:10][CH:9]=2)=[O:14])([CH3:18])([CH3:17])[CH3:16].